Dataset: Peptide-MHC class I binding affinity with 185,985 pairs from IEDB/IMGT. Task: Regression. Given a peptide amino acid sequence and an MHC pseudo amino acid sequence, predict their binding affinity value. This is MHC class I binding data. The peptide sequence is PSEDEQQGH. The MHC is HLA-A24:03 with pseudo-sequence HLA-A24:03. The binding affinity (normalized) is 0.0847.